From a dataset of Full USPTO retrosynthesis dataset with 1.9M reactions from patents (1976-2016). Predict the reactants needed to synthesize the given product. (1) The reactants are: C[O:2][C:3](=O)[CH2:4][C:5]([NH:7][C:8]1[CH:13]=[CH:12][C:11]([CH2:14][CH2:15][C:16]2[CH:21]=[CH:20][C:19]([Cl:22])=[CH:18][CH:17]=2)=[CH:10][CH:9]=1)=[O:6].[NH3:24]. Given the product [Cl:22][C:19]1[CH:20]=[CH:21][C:16]([CH2:15][CH2:14][C:11]2[CH:12]=[CH:13][C:8]([NH:7][C:5](=[O:6])[CH2:4][C:3]([NH2:24])=[O:2])=[CH:9][CH:10]=2)=[CH:17][CH:18]=1, predict the reactants needed to synthesize it. (2) Given the product [N:19]1[C:20]2[C:25](=[CH:24][CH:23]=[CH:22][CH:21]=2)[C:16]([O:1][C:2]2[CH:3]=[C:4]3[C:9](=[CH:10][CH:11]=2)[C:8]([C:12]([OH:14])=[O:13])=[CH:7][CH:6]=[CH:5]3)=[CH:17][CH:18]=1, predict the reactants needed to synthesize it. The reactants are: [OH:1][C:2]1[CH:3]=[C:4]2[C:9](=[CH:10][CH:11]=1)[C:8]([C:12]([OH:14])=[O:13])=[CH:7][CH:6]=[CH:5]2.Cl[C:16]1[C:25]2[C:20](=[CH:21][CH:22]=[CH:23][CH:24]=2)[N:19]=[CH:18][CH:17]=1. (3) Given the product [ClH:1].[NH2:9][CH:8]([C:7]([C:5]1[S:6][C:2]([Cl:1])=[CH:3][CH:4]=1)=[O:11])[C:12]([O:14][CH3:15])=[O:13], predict the reactants needed to synthesize it. The reactants are: [Cl:1][C:2]1[S:6][C:5]([C:7]2[O:11]C=[N:9][C:8]=2[C:12]([O:14][CH3:15])=[O:13])=[CH:4][CH:3]=1.Cl.O1CCOCC1. (4) Given the product [Cl:1][C:2]1[CH:7]=[CH:6][C:5]([C:8]2[C:13]([C:14]3[C:19]([F:20])=[CH:18][C:17]([F:21])=[CH:16][C:15]=3[F:22])=[C:12]([O:34][CH2:33][C:32]([F:36])([F:35])[F:31])[N:11]=[N:10][C:9]=2[CH3:24])=[CH:4][CH:3]=1, predict the reactants needed to synthesize it. The reactants are: [Cl:1][C:2]1[CH:7]=[CH:6][C:5]([C:8]2[C:13]([C:14]3[C:19]([F:20])=[CH:18][C:17]([F:21])=[CH:16][C:15]=3[F:22])=[C:12](Cl)[N:11]=[N:10][C:9]=2[CH3:24])=[CH:4][CH:3]=1.C(=O)([O-])[O-].[K+].[K+].[F:31][C:32]([F:36])([F:35])[CH2:33][OH:34].